From a dataset of Full USPTO retrosynthesis dataset with 1.9M reactions from patents (1976-2016). Predict the reactants needed to synthesize the given product. (1) Given the product [CH3:1][O:2][C:3]([C:5]1[C:6]([CH:25]([CH3:27])[CH3:26])=[N:7][C:8]2[C:13]([C:14]=1[C:35]1[CH:34]=[CH:33][CH:32]=[C:31]([CH:28]([CH3:30])[CH3:29])[CH:36]=1)=[CH:12][C:11]([Cl:23])=[CH:10][C:9]=2[Cl:24])=[O:4], predict the reactants needed to synthesize it. The reactants are: [CH3:1][O:2][C:3]([C:5]1[C:6]([CH:25]([CH3:27])[CH3:26])=[N:7][C:8]2[C:13]([C:14]=1OS(C(F)(F)F)(=O)=O)=[CH:12][C:11]([Cl:23])=[CH:10][C:9]=2[Cl:24])=[O:4].[CH:28]([C:31]1[CH:32]=[C:33](B(O)O)[CH:34]=[CH:35][CH:36]=1)([CH3:30])[CH3:29]. (2) Given the product [C:7]([C:6]1[CH:9]=[C:2]([N:28]2[C@H:27]([CH3:26])[CH2:31][O:30][C:29]2=[O:32])[CH:3]=[CH:4][C:5]=1[C:10]([N:12]1[CH2:17][CH2:16][N:15]([C:18]2[C:23]([CH3:24])=[CH:22][C:21]([CH3:25])=[CH:20][N:19]=2)[CH2:14][CH2:13]1)=[O:11])#[N:8], predict the reactants needed to synthesize it. The reactants are: Br[C:2]1[CH:3]=[CH:4][C:5]([C:10]([N:12]2[CH2:17][CH2:16][N:15]([C:18]3[C:23]([CH3:24])=[CH:22][C:21]([CH3:25])=[CH:20][N:19]=3)[CH2:14][CH2:13]2)=[O:11])=[C:6]([CH:9]=1)[C:7]#[N:8].[CH3:26][C@@H:27]1[CH2:31][O:30][C:29](=[O:32])[NH:28]1. (3) Given the product [Br:18][C:15]1[CH:16]=[CH:17][C:12]([C:7]2[C:6]3[C:11](=[C:2]4[C:3](=[CH:4][CH:5]=3)[C:36]([C:33]3[CH:34]=[CH:35][C:30]([Br:29])=[CH:31][CH:32]=3)=[CH:37][CH:38]=[N:1]4)[N:10]=[CH:9][CH:8]=2)=[CH:13][CH:14]=1, predict the reactants needed to synthesize it. The reactants are: [NH2:1][C:2]1[CH:3]=[CH:4][CH:5]=[C:6]2[C:11]=1[N:10]=[CH:9][CH:8]=[C:7]2[C:12]1[CH:17]=[CH:16][C:15]([Br:18])=[CH:14][CH:13]=1.[As](=O)(O)(O)O.P(=O)(O)(O)O.[Br:29][C:30]1[CH:35]=[CH:34][C:33]([C:36](=O)[CH2:37][CH2:38]Cl)=[CH:32][CH:31]=1.[OH-].[K+]. (4) Given the product [CH:21]([C:7]1[N:8]=[C:9]([C:11]2[CH:16]=[CH:15][C:14]([C:17]([F:19])([F:20])[F:18])=[CH:13][CH:12]=2)[O:10][C:6]=1[CH2:4][OH:3])([CH3:23])[CH3:22], predict the reactants needed to synthesize it. The reactants are: C([O:3][C:4]([C:6]1[O:10][C:9]([C:11]2[CH:16]=[CH:15][C:14]([C:17]([F:20])([F:19])[F:18])=[CH:13][CH:12]=2)=[N:8][C:7]=1[CH:21]([CH3:23])[CH3:22])=O)C.[H-].[Al+3].[Li+].[H-].[H-].[H-]. (5) The reactants are: [O:1]1[CH2:6][CH2:5][O:4][C:3]2[CH:7]=[C:8]([OH:11])[CH:9]=[CH:10][C:2]1=2.C([Mg]Cl)(C)C.[C:17]1([CH:23]([C:35]2[CH:40]=[CH:39][CH:38]=[CH:37][CH:36]=2)[N:24]2[C:32]3[C:27](=[N:28][CH:29]=[CH:30][CH:31]=3)[C:26](=[O:33])[C:25]2=[O:34])[CH:22]=[CH:21][CH:20]=[CH:19][CH:18]=1.[Cl-].[NH4+]. Given the product [C:35]1([CH:23]([C:17]2[CH:22]=[CH:21][CH:20]=[CH:19][CH:18]=2)[N:24]2[C:32]3[C:27](=[N:28][CH:29]=[CH:30][CH:31]=3)[C:26]([OH:33])([C:9]3[C:8]([OH:11])=[CH:7][C:3]4[O:4][CH2:5][CH2:6][O:1][C:2]=4[CH:10]=3)[C:25]2=[O:34])[CH:36]=[CH:37][CH:38]=[CH:39][CH:40]=1, predict the reactants needed to synthesize it. (6) Given the product [Cl:7][C:8]1[C:16]([Cl:17])=[C:15]2[C:11]([CH2:12][C:13]([CH:20]3[CH2:24][CH2:23][CH2:22][CH2:21]3)([CH3:19])[C:14]2=[O:18])=[CH:10][C:9]=1[O:25][CH2:27][CH2:28][CH2:29][CH2:30][C:31]#[N:32], predict the reactants needed to synthesize it. The reactants are: C(=O)([O-])[O-].[K+].[K+].[Cl:7][C:8]1[C:16]([Cl:17])=[C:15]2[C:11]([CH2:12][C:13]([CH:20]3[CH2:24][CH2:23][CH2:22][CH2:21]3)([CH3:19])[C:14]2=[O:18])=[CH:10][C:9]=1[OH:25].Br[CH2:27][CH2:28][CH2:29][CH2:30][C:31]#[N:32]. (7) The reactants are: [CH:1]1([C:11]([OH:13])=O)[C:10]2[C:5](=[CH:6][CH:7]=[CH:8][CH:9]=2)[CH2:4][CH2:3][CH2:2]1.[CH2:14]([C:18]1[CH:23]=[CH:22][C:21]([NH:24][CH2:25][C:26]2[CH:31]=[CH:30][C:29]([N:32]([CH3:34])[CH3:33])=[CH:28][CH:27]=2)=[CH:20][CH:19]=1)[CH2:15][CH2:16][CH3:17]. Given the product [CH2:14]([C:18]1[CH:23]=[CH:22][C:21]([N:24]([CH2:25][C:26]2[CH:31]=[CH:30][C:29]([N:32]([CH3:34])[CH3:33])=[CH:28][CH:27]=2)[C:11]([CH:1]2[C:10]3[C:5](=[CH:6][CH:7]=[CH:8][CH:9]=3)[CH2:4][CH2:3][CH2:2]2)=[O:13])=[CH:20][CH:19]=1)[CH2:15][CH2:16][CH3:17], predict the reactants needed to synthesize it. (8) Given the product [CH2:1]([O:3][C:4](=[O:23])[CH2:5][C:6]1[CH:7]=[C:8]([C:25]2[CH:32]=[CH:31][C:30]([C:33]([F:36])([F:35])[F:34])=[CH:29][C:26]=2[CH:27]=[O:28])[C:9]([O:12][CH3:13])=[CH:10][CH:11]=1)[CH3:2], predict the reactants needed to synthesize it. The reactants are: [CH2:1]([O:3][C:4](=[O:23])[CH2:5][C:6]1[CH:11]=[CH:10][C:9]([O:12][CH3:13])=[C:8](B2OC(C)(C)C(C)(C)O2)[CH:7]=1)[CH3:2].Br[C:25]1[CH:32]=[CH:31][C:30]([C:33]([F:36])([F:35])[F:34])=[CH:29][C:26]=1[CH:27]=[O:28].C(=O)([O-])[O-].[K+].[K+].N#N. (9) Given the product [Br:22][C:17]1[CH:18]=[C:19]2[C:14](=[CH:15][CH:16]=1)[N:13]=[C:12]([C:6]([CH3:23])([CH3:11])[C:7]([F:10])([F:9])[F:8])[CH:21]=[CH:20]2, predict the reactants needed to synthesize it. The reactants are: CS(O[C:6]([C:12]1[CH:21]=[CH:20][C:19]2[C:14](=[CH:15][CH:16]=[C:17]([Br:22])[CH:18]=2)[N:13]=1)([CH3:11])[C:7]([F:10])([F:9])[F:8])(=O)=O.[CH3:23][Al](C)C.